This data is from Forward reaction prediction with 1.9M reactions from USPTO patents (1976-2016). The task is: Predict the product of the given reaction. (1) Given the reactants [CH3:1][O:2][C:3]1[CH:28]=[CH:27][C:6]([CH2:7][N:8]2[C:12]3=[N:13][CH:14]=[CH:15][C:16]([O:17][C:18]4[CH:23]=[CH:22][C:21]([NH2:24])=[CH:20][C:19]=4[F:25])=[C:11]3[C:10](I)=[N:9]2)=[CH:5][CH:4]=1.[CH2:29]1[CH:33]2[CH2:34][NH:35][CH2:36][CH:32]2[CH2:31][N:30]1[C:37]([O:39][C:40]([CH3:43])([CH3:42])[CH3:41])=[O:38].N1CCC[C@H]1C(O)=O.C([O-])([O-])=O.[K+].[K+], predict the reaction product. The product is: [NH2:24][C:21]1[CH:22]=[CH:23][C:18]([O:17][C:16]2[CH:15]=[CH:14][N:13]=[C:12]3[N:8]([CH2:7][C:6]4[CH:27]=[CH:28][C:3]([O:2][CH3:1])=[CH:4][CH:5]=4)[N:9]=[C:10]([N:35]4[CH2:34][CH:33]5[CH2:29][N:30]([C:37]([O:39][C:40]([CH3:43])([CH3:42])[CH3:41])=[O:38])[CH2:31][CH:32]5[CH2:36]4)[C:11]=23)=[C:19]([F:25])[CH:20]=1. (2) Given the reactants [CH3:1][O:2][C:3]1[CH:12]=[CH:11][CH:10]=[C:9]2[C:4]=1[CH:5]=[C:6]([CH2:13]O)[CH:7]=[N:8]2.O=S(Cl)[Cl:17], predict the reaction product. The product is: [ClH:17].[Cl:17][CH2:13][C:6]1[CH:7]=[N:8][C:9]2[C:4]([CH:5]=1)=[C:3]([O:2][CH3:1])[CH:12]=[CH:11][CH:10]=2. (3) Given the reactants Cl[C:2]1[C:7]([C:8]([F:11])([F:10])[F:9])=[CH:6][CH:5]=[CH:4][N:3]=1.[C:12]([C:15]1[CH:20]=[CH:19][C:18](B(O)O)=[CH:17][CH:16]=1)([OH:14])=[O:13].C(=O)([O-])[O-].[K+].[K+], predict the reaction product. The product is: [F:9][C:8]([F:11])([F:10])[C:7]1[C:2]([C:18]2[CH:19]=[CH:20][C:15]([C:12]([OH:14])=[O:13])=[CH:16][CH:17]=2)=[N:3][CH:4]=[CH:5][CH:6]=1. (4) Given the reactants [N:1]1([CH2:6][C:7]2[CH:12]=[CH:11][C:10]([CH2:13][C:14](O)=O)=[CH:9][CH:8]=2)[CH:5]=[CH:4][CH:3]=[N:2]1.[Cl:17][C:18]1[N:23]=[CH:22][N:21]=[C:20]([NH2:24])[C:19]=1[NH2:25], predict the reaction product. The product is: [N:1]1([CH2:6][C:7]2[CH:12]=[CH:11][C:10]([CH2:13][C:14]3[NH:25][C:19]4[C:20](=[N:21][CH:22]=[N:23][C:18]=4[Cl:17])[N:24]=3)=[CH:9][CH:8]=2)[CH:5]=[CH:4][CH:3]=[N:2]1. (5) The product is: [CH2:1]([O:8][C:9]1[CH:10]=[C:11]([CH:15]([OH:36])[CH:16]([CH2:22][C:23]2[CH:28]=[CH:27][CH:26]=[C:25]([O:29][C:30]([F:34])([F:35])[CH:31]([F:32])[F:33])[CH:24]=2)[C:17]([OH:19])=[O:18])[CH:12]=[CH:13][CH:14]=1)[C:2]1[CH:7]=[CH:6][CH:5]=[CH:4][CH:3]=1. Given the reactants [CH2:1]([O:8][C:9]1[CH:10]=[C:11]([CH:15]([OH:36])[CH:16]([CH2:22][C:23]2[CH:28]=[CH:27][CH:26]=[C:25]([O:29][C:30]([F:35])([F:34])[CH:31]([F:33])[F:32])[CH:24]=2)[C:17]([O:19]CC)=[O:18])[CH:12]=[CH:13][CH:14]=1)[C:2]1[CH:7]=[CH:6][CH:5]=[CH:4][CH:3]=1.[OH-].[Na+].Cl, predict the reaction product. (6) Given the reactants [NH2:1][C:2]1[C:3]([Cl:19])=[CH:4][C:5]([Cl:18])=[C:6]([N:8]2[C:12](=[O:13])[N:11]([CH:14]([F:16])[F:15])[C:10]([CH3:17])=[N:9]2)[CH:7]=1.O.C1(C)C=CC=CC=1.C(=O)([O-])[O-].[Na+].[Na+].[CH3:34][S:35](Cl)(=[O:37])=[O:36].Cl, predict the reaction product. The product is: [Cl:19][C:3]1[CH:4]=[C:5]([Cl:18])[C:6]([N:8]2[C:12](=[O:13])[N:11]([CH:14]([F:15])[F:16])[C:10]([CH3:17])=[N:9]2)=[CH:7][C:2]=1[NH:1][S:35]([CH3:34])(=[O:37])=[O:36].